From a dataset of M1 muscarinic receptor agonist screen with 61,833 compounds. Binary Classification. Given a drug SMILES string, predict its activity (active/inactive) in a high-throughput screening assay against a specified biological target. (1) The compound is s1c2nc(SCC(=O)NCCOCCO)n(c(=O)c2c(c1C)C)C. The result is 0 (inactive). (2) The drug is s1c(NC(=O)c2cc3OCCOc3cc2)c(cc1)C(OC)=O. The result is 0 (inactive). (3) The molecule is n12c(n3c(ncc3)C)c3c(CCCC3)c(c1nc1c2cccc1)C#N. The result is 0 (inactive). (4) The drug is S(=O)(=O)(N1CCN(CC1)c1c(cc(cc1)C)C)c1cc(OC)c(OC)cc1. The result is 0 (inactive).